Dataset: Forward reaction prediction with 1.9M reactions from USPTO patents (1976-2016). Task: Predict the product of the given reaction. (1) Given the reactants [CH:1]([N:4]1[C:9]2=[N:10][C:11]([Sn](C)(C)C)=[CH:12][N:13]=[C:8]2[NH:7][CH2:6][C:5]1=[O:18])([CH3:3])[CH3:2].Br[C:20]1[C:25]([CH3:26])=[CH:24][C:23]([C:27]2[N:31]=[CH:30][N:29]([CH:32]3[CH2:37][CH2:36][CH2:35][CH2:34][O:33]3)[N:28]=2)=[C:22]([F:38])[CH:21]=1, predict the reaction product. The product is: [F:38][C:22]1[C:23]([C:27]2[N:31]=[CH:30][N:29]([CH:32]3[CH2:37][CH2:36][CH2:35][CH2:34][O:33]3)[N:28]=2)=[CH:24][C:25]([CH3:26])=[C:20]([C:11]2[N:10]=[C:9]3[N:4]([CH:1]([CH3:3])[CH3:2])[C:5](=[O:18])[CH2:6][NH:7][C:8]3=[N:13][CH:12]=2)[CH:21]=1. (2) Given the reactants [C:1]([O:5][C:6]([N:8]1[C:17]2[C:12](=[CH:13][C:14]([C:18]([F:21])([F:20])[F:19])=[CH:15][CH:16]=2)[C@H:11]([NH2:22])[CH2:10][C@@H:9]1[CH:23]1[CH2:25][CH2:24]1)=[O:7])([CH3:4])([CH3:3])[CH3:2].[F:26][C:27]([F:41])([F:40])[C:28]1[CH:29]=[C:30]([CH:33]=[C:34]([C:36]([F:39])([F:38])[F:37])[CH:35]=1)[CH:31]=O.Cl[C:43]([O:45][CH3:46])=[O:44], predict the reaction product. The product is: [C:1]([O:5][C:6]([N:8]1[C:17]2[C:12](=[CH:13][C:14]([C:18]([F:19])([F:21])[F:20])=[CH:15][CH:16]=2)[C@H:11]([N:22]([CH2:31][C:30]2[CH:29]=[C:28]([C:27]([F:41])([F:40])[F:26])[CH:35]=[C:34]([C:36]([F:39])([F:38])[F:37])[CH:33]=2)[C:43]([O:45][CH3:46])=[O:44])[CH2:10][C@@H:9]1[CH:23]1[CH2:24][CH2:25]1)=[O:7])([CH3:4])([CH3:2])[CH3:3]. (3) The product is: [Cl:1][C:2]1[C:7]([O:8][CH3:9])=[CH:6][C:5]([O:10][CH3:11])=[C:4]([Cl:12])[C:3]=1[C:13]1[C:26](=[O:27])[N:25]([CH2:28][CH2:29][N:30]([CH:37]2[CH2:40][N:39]([C:41]([O:43][C:44]([CH3:47])([CH3:46])[CH3:45])=[O:42])[CH2:38]2)[C:31](=[O:36])[C:32]([F:35])([F:34])[F:33])[C:16]2[N:17]=[C:18]([NH:49][CH3:48])[N:19]=[CH:20][C:15]=2[CH:14]=1. Given the reactants [Cl:1][C:2]1[C:7]([O:8][CH3:9])=[CH:6][C:5]([O:10][CH3:11])=[C:4]([Cl:12])[C:3]=1[C:13]1[C:26](=[O:27])[N:25]([CH2:28][CH2:29][N:30]([CH:37]2[CH2:40][N:39]([C:41]([O:43][C:44]([CH3:47])([CH3:46])[CH3:45])=[O:42])[CH2:38]2)[C:31](=[O:36])[C:32]([F:35])([F:34])[F:33])[C:16]2[N:17]=[C:18](S(C)(=O)=O)[N:19]=[CH:20][C:15]=2[CH:14]=1.[CH3:48][NH2:49], predict the reaction product. (4) Given the reactants [O:1]=[C:2]([C:15]1[CH:20]=[CH:19][CH:18]=[CH:17][CH:16]=1)[CH2:3][CH:4]([C:9]1[CH:14]=[CH:13][CH:12]=[CH:11][CH:10]=1)[CH2:5][C:6]([OH:8])=[O:7].[CH3:21][C:22](C)=O.C(#N)C, predict the reaction product. The product is: [CH2:21]([O:7][C:6](=[O:8])[CH2:5][CH:4]([C:9]1[CH:10]=[CH:11][CH:12]=[CH:13][CH:14]=1)[CH2:3][C:2](=[O:1])[C:15]1[CH:20]=[CH:19][CH:18]=[CH:17][CH:16]=1)[CH3:22]. (5) Given the reactants [Br:1][C:2]1[C:3]([CH2:15]Br)=[C:4]([NH:8][C:9](=O)[C:10]([F:13])([F:12])[F:11])[CH:5]=[CH:6][CH:7]=1.C1(P(C2C=CC=CC=2)C2C=CC=CC=2)C=CC=CC=1, predict the reaction product. The product is: [Br:1][C:2]1[CH:7]=[CH:6][CH:5]=[C:4]2[C:3]=1[CH:15]=[C:9]([C:10]([F:13])([F:12])[F:11])[NH:8]2. (6) Given the reactants Br[CH2:2][CH2:3][CH2:4][O:5][N:6]=[C:7]([O:9][CH2:10][CH3:11])[CH3:8].[NH:12]1[CH2:17][CH2:16][CH2:15][CH2:14][CH2:13]1.[Cl-].[NH4+], predict the reaction product. The product is: [N:12]1([CH2:2][CH2:3][CH2:4][O:5][N:6]=[C:7]([O:9][CH2:10][CH3:11])[CH3:8])[CH2:17][CH2:16][CH2:15][CH2:14][CH2:13]1. (7) Given the reactants [CH:1]1([C:4]([NH:6][C:7]2[CH:12]=[C:11]([O:13][C:14]3[CH:19]=[CH:18][C:17]([NH:20][C:21](=[O:29])OC4C=CC=CC=4)=[CH:16][C:15]=3[F:30])[CH:10]=[CH:9][N:8]=2)=[O:5])[CH2:3][CH2:2]1.[NH2:31][C:32]1[CH:33]=[C:34]([CH:42]([N:44]2[CH2:49][CH2:48][N:47]([C:50]([O:52][C:53]([CH3:56])([CH3:55])[CH3:54])=[O:51])[CH2:46][CH2:45]2)[CH3:43])[CH:35]=[C:36]([C:38]([F:41])([F:40])[F:39])[CH:37]=1.CCN(C(C)C)C(C)C, predict the reaction product. The product is: [CH:1]1([C:4]([NH:6][C:7]2[CH:12]=[C:11]([O:13][C:14]3[CH:19]=[CH:18][C:17]([NH:20][C:21]([NH:31][C:32]4[CH:33]=[C:34]([CH:42]([N:44]5[CH2:49][CH2:48][N:47]([C:50]([O:52][C:53]([CH3:54])([CH3:56])[CH3:55])=[O:51])[CH2:46][CH2:45]5)[CH3:43])[CH:35]=[C:36]([C:38]([F:40])([F:41])[F:39])[CH:37]=4)=[O:29])=[CH:16][C:15]=3[F:30])[CH:10]=[CH:9][N:8]=2)=[O:5])[CH2:2][CH2:3]1.